This data is from Full USPTO retrosynthesis dataset with 1.9M reactions from patents (1976-2016). The task is: Predict the reactants needed to synthesize the given product. (1) Given the product [Cl:24][C:23]1[CH:22]=[CH:21][C:18]([CH2:19][C:28]2[C:27]([C:25]#[N:26])=[C:31]([N:32]3[CH2:37][CH2:36][O:35][CH2:34][CH2:33]3)[S:30][C:29]=2[C:38]([O:40][CH2:41][CH3:42])=[O:39])=[CH:17][C:16]=1[F:15], predict the reactants needed to synthesize it. The reactants are: CN(C)C=O.BrCCBr.Cl[Si](C)(C)C.[F:15][C:16]1[CH:17]=[C:18]([CH:21]=[CH:22][C:23]=1[Cl:24])[CH2:19]Br.[C:25]([C:27]1[C:28](I)=[C:29]([C:38]([O:40][CH2:41][CH3:42])=[O:39])[S:30][C:31]=1[N:32]1[CH2:37][CH2:36][O:35][CH2:34][CH2:33]1)#[N:26]. (2) The reactants are: O[C:2]1[CH:7]=[CH:6][N:5]=[CH:4][C:3]=1[N+:8]([O-:10])=[O:9].P(Cl)(Cl)(Cl)(Cl)[Cl:12].P(Cl)(Cl)(Cl)=O. Given the product [Cl:12][C:2]1[CH:7]=[CH:6][N:5]=[CH:4][C:3]=1[N+:8]([O-:10])=[O:9], predict the reactants needed to synthesize it. (3) Given the product [CH2:1]([O:6][C:7]1[CH:8]=[CH:9][C:10]([S:13]([Cl:17])(=[O:15])=[O:14])=[CH:11][CH:12]=1)[CH2:2][CH2:3][CH2:4][CH3:5], predict the reactants needed to synthesize it. The reactants are: [CH2:1]([O:6][C:7]1[CH:12]=[CH:11][CH:10]=[CH:9][CH:8]=1)[CH2:2][CH2:3][CH2:4][CH3:5].[S:13]([Cl:17])(=O)(=[O:15])[OH:14]. (4) Given the product [N:30]1[S:29][N:28]=[C:27]2[CH:31]=[C:23]([C:15]3[C:16]([O:18][CH2:19][CH:20]4[CH2:22][CH2:21]4)=[CH:17][C:12]([CH:7]([CH2:8][CH:9]([CH3:10])[CH3:11])[C:6]([OH:33])=[O:5])=[CH:13][C:14]=3[Cl:32])[CH:24]=[CH:25][C:26]=12, predict the reactants needed to synthesize it. The reactants are: C1(C[O:5][C:6](=[O:33])[CH:7]([C:12]2[CH:17]=[C:16]([O:18][CH2:19][CH:20]3[CH2:22][CH2:21]3)[C:15]([C:23]3[CH:24]=[CH:25][C:26]4[C:27]([CH:31]=3)=[N:28][S:29][N:30]=4)=[C:14]([Cl:32])[CH:13]=2)[CH2:8][CH:9]([CH3:11])[CH3:10])CC1.[OH-].[K+]. (5) Given the product [CH3:14][N:4]1[CH:5]=[C:6]([C:8]2[CH:13]=[CH:12][CH:11]=[CH:10][CH:9]=2)[N:7]=[C:3]1[CH2:2][CH2:27][C:25]1[N:26]=[C:21]([N:18]2[CH2:19][CH2:20][O:15][CH2:16][CH2:17]2)[CH:22]=[CH:23][CH:24]=1, predict the reactants needed to synthesize it. The reactants are: Cl[CH2:2][C:3]1[N:4]([CH3:14])[CH:5]=[C:6]([C:8]2[CH:13]=[CH:12][CH:11]=[CH:10][CH:9]=2)[N:7]=1.[O:15]1[CH2:20][CH2:19][N:18]([C:21]2[N:26]=[C:25]([CH:27]=O)[CH:24]=[CH:23][CH:22]=2)[CH2:17][CH2:16]1. (6) Given the product [Br:1][C:2]1[CH:9]=[CH:8][C:5]([CH:6]=[CH:11][C:12]([OH:14])=[O:13])=[CH:4][CH:3]=1, predict the reactants needed to synthesize it. The reactants are: [Br:1][C:2]1[CH:9]=[CH:8][C:5]([CH:6]=O)=[CH:4][CH:3]=1.C(O)(=O)[CH2:11][C:12]([OH:14])=[O:13].N1CCCCC1.Cl.